From a dataset of Catalyst prediction with 721,799 reactions and 888 catalyst types from USPTO. Predict which catalyst facilitates the given reaction. (1) Reactant: [CH3:1][O:2][C:3]1[CH:4]=[C:5]([CH:24]=[CH:25][C:26]=1[O:27][CH3:28])[CH2:6][NH:7][C:8](=[O:23])[C:9]1[CH:14]=[C:13]([N+:15]([O-:17])=[O:16])[CH:12]=[CH:11][C:10]=1[NH:18][C@H:19]([CH3:22])[CH2:20][OH:21].C(N(CC)CC)C.[C:36](Cl)(=[O:38])[CH3:37]. Product: [C:36]([O:21][CH2:20][C@H:19]([NH:18][C:10]1[CH:11]=[CH:12][C:13]([N+:15]([O-:17])=[O:16])=[CH:14][C:9]=1[C:8]([NH:7][CH2:6][C:5]1[CH:24]=[CH:25][C:26]([O:27][CH3:28])=[C:3]([O:2][CH3:1])[CH:4]=1)=[O:23])[CH3:22])(=[O:38])[CH3:37]. The catalyst class is: 119. (2) Product: [F:3][C:4]1[C:5]([CH2:16][N:17]([CH3:25])[C:18](=[O:24])[O:19][C:20]([CH3:21])([CH3:22])[CH3:23])=[CH:6][N:7]([S:46]([C:43]2[CH:44]=[CH:45][O:41][CH:42]=2)(=[O:48])=[O:47])[C:8]=1[C:9]1[C:10]([F:15])=[N:11][CH:12]=[CH:13][CH:14]=1. The catalyst class is: 30. Reactant: [H-].[Na+].[F:3][C:4]1[C:5]([CH2:16][N:17]([CH3:25])[C:18](=[O:24])[O:19][C:20]([CH3:23])([CH3:22])[CH3:21])=[CH:6][NH:7][C:8]=1[C:9]1[C:10]([F:15])=[N:11][CH:12]=[CH:13][CH:14]=1.C1OCCOCCOCCOCCOC1.[O:41]1[CH:45]=[CH:44][C:43]([S:46](Cl)(=[O:48])=[O:47])=[CH:42]1. (3) Reactant: C(O[C:6](=O)[N:7]([CH2:9][C:10]1[CH:15]=[C:14]([C:16]#[C:17][CH2:18][CH2:19][N:20]2[CH2:25][CH2:24][O:23][CH2:22][CH2:21]2)[CH:13]=[CH:12][C:11]=1[O:26][C:27]1[CH:32]=[CH:31][C:30]([Cl:33])=[C:29]([Cl:34])[CH:28]=1)C)(C)(C)C.C(O)(C(F)(F)F)=O. Product: [Cl:34][C:29]1[CH:28]=[C:27]([CH:32]=[CH:31][C:30]=1[Cl:33])[O:26][C:11]1[CH:12]=[CH:13][C:14]([C:16]#[C:17][CH2:18][CH2:19][N:20]2[CH2:25][CH2:24][O:23][CH2:22][CH2:21]2)=[CH:15][C:10]=1[CH2:9][NH:7][CH3:6]. The catalyst class is: 2. (4) Reactant: [C:1]([N:8]1[CH2:15][C@H:14]([OH:16])[CH2:13][C@H:9]1[C:10]([OH:12])=[O:11])([O:3][C:4]([CH3:7])([CH3:6])[CH3:5])=[O:2].[F:17][C:18]1[C:23](O)=[C:22]([F:25])[C:21]([F:26])=[C:20]([F:27])[C:19]=1[F:28].C1(N=C=NC2CCCCC2)CCCCC1. Product: [F:17][C:18]1[C:23]([O:11][C:10](=[O:12])[C@@H:9]2[CH2:13][C@@H:14]([OH:16])[CH2:15][N:8]2[C:1]([O:3][C:4]([CH3:7])([CH3:6])[CH3:5])=[O:2])=[C:22]([F:25])[C:21]([F:26])=[C:20]([F:27])[C:19]=1[F:28]. The catalyst class is: 13. (5) Reactant: [CH2:1]([CH:3]1[O:5][CH2:4]1)[Br:2].[CH2:6]([OH:24])[CH2:7][CH2:8][CH2:9][CH2:10][CH2:11][CH2:12][CH2:13]/[CH:14]=[CH:15]\[CH2:16]/[CH:17]=[CH:18]\[CH2:19][CH2:20][CH2:21][CH2:22][CH3:23].B(F)(F)F.CCOCC. Product: [OH:5][CH:3]([CH2:4][O:24][CH2:6][CH2:7][CH2:8][CH2:9][CH2:10][CH2:11][CH2:12][CH2:13]/[CH:14]=[CH:15]\[CH2:16]/[CH:17]=[CH:18]\[CH2:19][CH2:20][CH2:21][CH2:22][CH3:23])[CH2:1][Br:2]. The catalyst class is: 2. (6) Reactant: [CH2:1]([Si:4](OC)([O:7][CH3:8])[O:5][CH3:6])[CH2:2][CH3:3].[C:11]1([Mg]Br)[CH:16]=[CH:15][CH:14]=[CH:13][CH:12]=1.[SiH4].Cl. Product: [C:11]1([Si:4]([CH2:1][CH2:2][CH3:3])([O:7][CH3:8])[O:5][CH3:6])[CH:16]=[CH:15][CH:14]=[CH:13][CH:12]=1. The catalyst class is: 28. (7) Reactant: [Cl:1][C:2]1[C:3]([F:14])=[C:4]([C:9](=[O:13])[CH2:10][CH2:11][I:12])[C:5]([F:8])=[CH:6][CH:7]=1.[Na+].[I-]. Product: [Cl:1][C:2]1[C:3]([F:14])=[C:4]([C@H:9]([OH:13])[CH2:10][CH2:11][I:12])[C:5]([F:8])=[CH:6][CH:7]=1. The catalyst class is: 47. (8) Reactant: Br[C:2]1[C:10]2[S:9][CH:8]=[CH:7][C:6]=2[C:5]([C:11]2[CH:16]=[CH:15][C:14]([O:17][CH3:18])=[CH:13][CH:12]=2)=[CH:4][CH:3]=1.[Li]CCCC.CN([CH:27]=[O:28])C.COC1C=CC(C2C3C=C(C=O)SC=3C=CC=2)=CC=1. Product: [CH3:18][O:17][C:14]1[CH:15]=[CH:16][C:11]([C:5]2[C:6]3[CH:7]=[CH:8][S:9][C:10]=3[C:2]([CH:27]=[O:28])=[CH:3][CH:4]=2)=[CH:12][CH:13]=1. The catalyst class is: 1. (9) Reactant: [C:1]([C:3]1[CH:4]=[C:5]2[C:9](=[CH:10][CH:11]=1)[NH:8][CH:7]=[CH:6]2)#[N:2].[Cl:12][CH2:13][CH2:14][CH2:15][C:16](Cl)=[O:17]. Product: [Cl:12][CH2:13][CH2:14][CH2:15][C:16]([C:6]1[C:5]2[C:9](=[CH:10][CH:11]=[C:3]([C:1]#[N:2])[CH:4]=2)[NH:8][CH:7]=1)=[O:17]. The catalyst class is: 4. (10) Reactant: [CH:1]([C:4]1[CH:9]=[CH:8][CH:7]=[CH:6][C:5]=1[C:10]1[CH:15]=[CH:14][CH:13]=[CH:12][C:11]=1[CH2:16][N:17]1[CH:22]=[CH:21][CH:20]=[C:19]([C:23]([O:25]CC)=[O:24])[C:18]1=[O:28])([CH3:3])[CH3:2].C1COCC1.CO.[OH-].[Na+]. Product: [CH:1]([C:4]1[CH:9]=[CH:8][CH:7]=[CH:6][C:5]=1[C:10]1[CH:15]=[CH:14][CH:13]=[CH:12][C:11]=1[CH2:16][N:17]1[CH:22]=[CH:21][CH:20]=[C:19]([C:23]([OH:25])=[O:24])[C:18]1=[O:28])([CH3:3])[CH3:2]. The catalyst class is: 6.